Dataset: Full USPTO retrosynthesis dataset with 1.9M reactions from patents (1976-2016). Task: Predict the reactants needed to synthesize the given product. (1) Given the product [Cl:3][C:4]1[CH:5]=[C:6]([NH:11][C:12]2[O:16][C:15]([C:17]([NH:19][C:20]3[CH:21]=[CH:22][C:23]([O:26][C:27]4[CH:36]=[CH:35][C:30]([C:31]([OH:33])=[O:32])=[CH:29][CH:28]=4)=[N:24][CH:25]=3)=[O:18])=[N:14][N:13]=2)[CH:7]=[CH:8][C:9]=1[F:10], predict the reactants needed to synthesize it. The reactants are: [OH-].[Na+].[Cl:3][C:4]1[CH:5]=[C:6]([NH:11][C:12]2[O:16][C:15]([C:17]([NH:19][C:20]3[CH:21]=[CH:22][C:23]([O:26][C:27]4[CH:36]=[CH:35][C:30]([C:31]([O:33]C)=[O:32])=[CH:29][CH:28]=4)=[N:24][CH:25]=3)=[O:18])=[N:14][N:13]=2)[CH:7]=[CH:8][C:9]=1[F:10].Cl. (2) The reactants are: [CH:1]1([C:11]([OH:13])=O)[C:10]2[C:5](=[CH:6][CH:7]=[CH:8][CH:9]=2)[CH2:4][CH2:3][CH2:2]1.[CH3:14][NH:15][C@H:16]1[CH2:35][N:20]2[C:21]3[C:26]([C:27]([CH2:28][C:29]([O:31]CCC)=[O:30])=[C:19]2[CH2:18][CH2:17]1)=[CH:25][CH:24]=[CH:23][CH:22]=3. Given the product [CH3:14][N:15]([C:11]([CH:1]1[C:10]2[C:5](=[CH:6][CH:7]=[CH:8][CH:9]=2)[CH2:4][CH2:3][CH2:2]1)=[O:13])[C@H:16]1[CH2:35][N:20]2[C:21]3[C:26]([C:27]([CH2:28][C:29]([OH:31])=[O:30])=[C:19]2[CH2:18][CH2:17]1)=[CH:25][CH:24]=[CH:23][CH:22]=3, predict the reactants needed to synthesize it. (3) Given the product [CH2:23]([O:22][C:16]1[CH:15]=[C:14]([C@H:8]([N:7]2[C:6](=[O:25])[C:36]3[C:37](=[CH:38][CH:39]=[CH:40][C:41]=3[NH:42][C:43]([CH:45]3[CH2:47][CH2:46]3)=[O:44])[CH2:48]2)[CH2:9][C:10]([OH:13])([CH3:11])[CH3:12])[CH:19]=[CH:18][C:17]=1[O:20][CH3:21])[CH3:24], predict the reactants needed to synthesize it. The reactants are: C(O[C:6](=[O:25])[NH:7][C@@H:8]([C:14]1[CH:19]=[CH:18][C:17]([O:20][CH3:21])=[C:16]([O:22][CH2:23][CH3:24])[CH:15]=1)[CH2:9][C:10]([OH:13])([CH3:12])[CH3:11])(C)(C)C.Cl.O1CCOCC1.COC(=O)[C:36]1[C:41]([NH:42][C:43]([CH:45]2[CH2:47][CH2:46]2)=[O:44])=[CH:40][CH:39]=[CH:38][C:37]=1[CH2:48]Br.C(N(CC)CC)C. (4) Given the product [Cl:1][C:2]1[N:10]=[C:9]2[C:5]([N:6]=[CH:7][N:8]2[CH:11]2[CH2:15][CH2:14][CH2:13][CH2:12]2)=[C:4]([NH:25][CH2:24][CH2:23][CH2:22][O:21][CH2:20][CH2:19][O:18][CH3:17])[N:3]=1, predict the reactants needed to synthesize it. The reactants are: [Cl:1][C:2]1[N:10]=[C:9]2[C:5]([N:6]=[CH:7][N:8]2[CH:11]2[CH2:15][CH2:14][CH2:13][CH2:12]2)=[C:4](Cl)[N:3]=1.[CH3:17][O:18][CH2:19][CH2:20][O:21][CH2:22][CH2:23][CH2:24][NH2:25]. (5) Given the product [C:38]1([CH3:63])[CH:43]=[CH:42][C:41]([S:44]([CH2:47][CH2:48][O:49][C:50](=[O:62])[C:51]2[CH:56]=[CH:55][C:54]([CH3:57])=[C:53]([S:58]([N:21]3[C:20]4[CH:22]=[CH:23][CH:24]=[CH:25][C:19]=4[N:18]=[C:17]3[S:15]([CH2:14][C:3]3[C:2]([CH3:1])=[C:7]([O:8][CH2:9][C:10]([F:13])([F:11])[F:12])[CH:6]=[CH:5][N:4]=3)=[O:16])(=[O:60])=[O:59])[CH:52]=2)(=[O:46])=[O:45])=[CH:40][CH:39]=1, predict the reactants needed to synthesize it. The reactants are: [CH3:1][C:2]1[C:3]([CH2:14][S:15]([C:17]2[NH:21][C:20]3[CH:22]=[CH:23][CH:24]=[CH:25][C:19]=3[N:18]=2)=[O:16])=[N:4][CH:5]=[CH:6][C:7]=1[O:8][CH2:9][C:10]([F:13])([F:12])[F:11].CCN(CC)CC.C([O-])(O)=O.[Na+].[C:38]1([CH3:63])[CH:43]=[CH:42][C:41]([S:44]([CH2:47][CH2:48][O:49][C:50](=[O:62])[C:51]2[CH:56]=[CH:55][C:54]([CH3:57])=[C:53]([S:58](Cl)(=[O:60])=[O:59])[CH:52]=2)(=[O:46])=[O:45])=[CH:40][CH:39]=1.